Dataset: Peptide-MHC class II binding affinity with 134,281 pairs from IEDB. Task: Regression. Given a peptide amino acid sequence and an MHC pseudo amino acid sequence, predict their binding affinity value. This is MHC class II binding data. (1) The peptide sequence is DHSTIIYNSRVTIAG. The MHC is HLA-DQA10301-DQB10302 with pseudo-sequence HLA-DQA10301-DQB10302. The binding affinity (normalized) is 0.325. (2) The peptide sequence is FFHMNIYECKGVTVK. The MHC is HLA-DPA10201-DPB11401 with pseudo-sequence HLA-DPA10201-DPB11401. The binding affinity (normalized) is 0.210. (3) The peptide sequence is LEVTEVFNFSQDDLL. The MHC is HLA-DPA10201-DPB11401 with pseudo-sequence HLA-DPA10201-DPB11401. The binding affinity (normalized) is 0. (4) The peptide sequence is VCGMFTNRSGSQQW. The MHC is HLA-DQA10104-DQB10503 with pseudo-sequence HLA-DQA10104-DQB10503. The binding affinity (normalized) is 0.285. (5) The peptide sequence is TISNNLFFNHHKVML. The MHC is DRB3_0101 with pseudo-sequence DRB3_0101. The binding affinity (normalized) is 0.440. (6) The peptide sequence is EKKYFNATQFEPLAA. The MHC is HLA-DPA10103-DPB10401 with pseudo-sequence HLA-DPA10103-DPB10401. The binding affinity (normalized) is 0.989. (7) The peptide sequence is YPWDRIEEVTRMAMT. The MHC is DRB3_0301 with pseudo-sequence DRB3_0301. The binding affinity (normalized) is 0.332. (8) The MHC is HLA-DQA10301-DQB10302 with pseudo-sequence HLA-DQA10301-DQB10302. The peptide sequence is EPFPKRVWEQIFSTW. The binding affinity (normalized) is 0.130. (9) The peptide sequence is GSRGYRLQRKIEAIF. The MHC is DRB1_0401 with pseudo-sequence DRB1_0401. The binding affinity (normalized) is 0.375. (10) The peptide sequence is SIKAVYNFATCGIFA. The MHC is DRB1_0802 with pseudo-sequence DRB1_0802. The binding affinity (normalized) is 0.158.